Dataset: Forward reaction prediction with 1.9M reactions from USPTO patents (1976-2016). Task: Predict the product of the given reaction. (1) Given the reactants [N:1]1[CH:6]=[N:5][N:4]=[C:3]([CH2:7][CH2:8][OH:9])[N:2]=1.[C:10]1([CH3:20])[CH:15]=[CH:14][C:13]([S:16](Cl)(=[O:18])=[O:17])=[CH:12][CH:11]=1.N1C=CC=C[CH:22]=1, predict the reaction product. The product is: [CH3:20][C:10]1[CH:15]=[CH:14][C:13]([S:16]([O:9][CH2:8][CH2:7][C:3]2[N:2]=[N:1][C:6]([CH3:22])=[N:5][N:4]=2)(=[O:18])=[O:17])=[CH:12][CH:11]=1. (2) Given the reactants Br[C:2]1[CH:3]=[C:4]([C:8]2[CH:9]=[C:10]([NH:14][CH2:15][CH3:16])[N:11]=[N:12][CH:13]=2)[CH:5]=[CH:6][CH:7]=1.CC1(C)COB([C:24]2[CH:31]=[CH:30][C:29]([F:32])=[CH:28][C:25]=2[C:26]#[N:27])OC1.C([O-])([O-])=O.[Na+].[Na+], predict the reaction product. The product is: [CH2:15]([NH:14][C:10]1[N:11]=[N:12][CH:13]=[C:8]([C:4]2[CH:3]=[C:2]([C:24]3[C:25]([C:26]#[N:27])=[CH:28][C:29]([F:32])=[CH:30][CH:31]=3)[CH:7]=[CH:6][CH:5]=2)[CH:9]=1)[CH3:16].